This data is from Reaction yield outcomes from USPTO patents with 853,638 reactions. The task is: Predict the reaction yield, written as a fraction of the theoretical maximum amount of product (1.0 means a 100% yield; for example, 0.34 means a 34% yield). (1) The product is [C:18]([NH:9][CH:2]1[CH2:3][C:4](=[CH2:6])[CH2:5]1)([O:17][C:14]([CH3:16])([CH3:15])[CH3:13])=[O:20]. The reactants are C=[C:2]1[CH2:5][CH:4]([C:6](O)=O)[CH2:3]1.[N-:9]=[N+]=[N-].[Na+].[CH3:13][C:14]([O:17][C:18]([O:20]C(OC(C)(C)C)=O)=O)([CH3:16])[CH3:15]. The catalyst is C1COCC1.[Br-].C([N+](CCCC)(CCCC)CCCC)CCC.C(S([O-])(=O)=O)(F)(F)F.C(S([O-])(=O)=O)(F)(F)F.[Zn+2]. The yield is 0.349. (2) The catalyst is CN(C)C=O. The product is [CH3:22][C:16]1[CH:17]=[C:18]([CH3:21])[CH:19]=[CH:20][C:15]=1[CH2:14][N:5]1[C:1](=[O:11])[C:2]2[C:3](=[CH:7][CH:8]=[CH:9][CH:10]=2)[C:4]1=[O:6]. The yield is 0.770. The reactants are [C:1]1(=[O:11])[NH:5][C:4](=[O:6])[C:3]2=[CH:7][CH:8]=[CH:9][CH:10]=[C:2]12.[K].Br[CH2:14][C:15]1[CH:20]=[CH:19][C:18]([CH3:21])=[CH:17][C:16]=1[CH3:22]. (3) The reactants are CN(C)[C:3](=[O:10])[C:4]1[CH:9]=[CH:8][CH:7]=[CH:6][CH:5]=1.[CH2:12]([Li])[CH:13]([CH3:15])[CH3:14]. The yield is 0.860. The catalyst is CCOCC. The product is [CH3:12][CH:13]([CH3:15])[CH2:14][C:3]([C:4]1[CH:9]=[CH:8][CH:7]=[CH:6][CH:5]=1)=[O:10]. (4) The reactants are [C:1]([O:5][C:6](=[O:23])[NH:7][CH2:8][CH2:9][C:10]1[CH:15]=[CH:14][CH:13]=[C:12]([C:16]2[S:17][C:18]([CH:21]=O)=[CH:19][CH:20]=2)[CH:11]=1)([CH3:4])([CH3:3])[CH3:2].[S:24]1[CH2:28][C:27](=[O:29])[NH:26][C:25]1=[O:30].C([O-])(=O)C.[NH2+]1CCCCC1. The catalyst is C1(C)C=CC=CC=1. The product is [O:30]=[C:25]1[NH:26][C:27](=[O:29])[C:28](=[CH:21][C:18]2[S:17][C:16]([C:12]3[CH:11]=[C:10]([CH:15]=[CH:14][CH:13]=3)[CH2:9][CH2:8][NH:7][C:6](=[O:23])[O:5][C:1]([CH3:4])([CH3:3])[CH3:2])=[CH:20][CH:19]=2)[S:24]1. The yield is 0.760. (5) The reactants are [BH4-].[Na+].[C:3]([O:7][C:8]([N:10]1[CH:14]2[CH:15]=[CH:16][CH:11]1[C:12]([S:17]([C:20]1[CH:25]=[CH:24][C:23]([CH3:26])=[CH:22][CH:21]=1)(=[O:19])=[O:18])=[CH:13]2)=[O:9])([CH3:6])([CH3:5])[CH3:4].Cl. The catalyst is C(O)C.C1COCC1.O.O.O.O.C([O-])(=O)C.[Ni+2].C([O-])(=O)C. The product is [C:3]([O:7][C:8]([N:10]1[CH:14]2[CH2:15][CH2:16][CH:11]1[C:12]([S:17]([C:20]1[CH:25]=[CH:24][C:23]([CH3:26])=[CH:22][CH:21]=1)(=[O:18])=[O:19])=[CH:13]2)=[O:9])([CH3:6])([CH3:5])[CH3:4]. The yield is 0.730.